Predict the reaction yield, written as a fraction of the theoretical maximum amount of product (1.0 means a 100% yield; for example, 0.34 means a 34% yield). From a dataset of Reaction yield outcomes from USPTO patents with 853,638 reactions. (1) The reactants are [Cl:1][C:2]1[CH:28]=[CH:27][C:5]([O:6][CH2:7][CH2:8][CH2:9][N:10]2[CH2:15][CH2:14][C:13]([CH2:17][C:18]3[CH:23]=[CH:22][C:21]([Cl:24])=[CH:20][CH:19]=3)([OH:16])[C:12]([CH3:26])([CH3:25])[CH2:11]2)=[C:4]([N+:29]([O-])=O)[CH:3]=1.O.O.Cl[Sn]Cl. The catalyst is C(O)C. The product is [NH2:29][C:4]1[CH:3]=[C:2]([Cl:1])[CH:28]=[CH:27][C:5]=1[O:6][CH2:7][CH2:8][CH2:9][N:10]1[CH2:15][CH2:14][C:13]([CH2:17][C:18]2[CH:23]=[CH:22][C:21]([Cl:24])=[CH:20][CH:19]=2)([OH:16])[C:12]([CH3:26])([CH3:25])[CH2:11]1. The yield is 0.950. (2) The reactants are [NH2:1][C:2]1[CH:11]=[CH:10][CH:9]=[CH:8][C:3]=1[C:4]([NH:6][CH3:7])=[O:5].[Cl:12][C:13]1[N:18]=[C:17](Cl)[C:16]([Cl:20])=[CH:15][N:14]=1.C(=O)([O-])[O-].[K+].[K+].O. The catalyst is CN(C=O)C. The product is [Cl:12][C:13]1[N:18]=[C:17]([NH:1][C:2]2[CH:11]=[CH:10][CH:9]=[CH:8][C:3]=2[C:4]([NH:6][CH3:7])=[O:5])[C:16]([Cl:20])=[CH:15][N:14]=1. The yield is 0.890. (3) The reactants are Br[C:2]1[CH:7]=[CH:6][CH:5]=[CH:4][N:3]=1.C([Mg]Cl)(C)C.[C:13]([C@:16]1([CH2:44][OH:45])[O:22][C@@:20]([O:23][C:24]2[CH:29]=[CH:28][C:27]([CH:30]=[O:31])=[CH:26][CH:25]=2)([OH:21])[C@:19]([C:33](=[O:35])[CH3:34])([OH:32])[C@@:18]([C:37](=[O:39])[CH3:38])([OH:36])[C@@:17]1([C:41](=[O:43])[CH3:42])[OH:40])(=[O:15])[CH3:14].[NH4+].[Cl-]. The catalyst is C1COCC1. The product is [C:13]([C@:16]1([CH2:44][OH:45])[O:22][C@@:20]([O:23][C:24]2[CH:25]=[CH:26][C:27]([CH:30]([C:2]3[CH:7]=[CH:6][CH:5]=[CH:4][N:3]=3)[OH:31])=[CH:28][CH:29]=2)([OH:21])[C@:19]([C:33](=[O:35])[CH3:34])([OH:32])[C@@:18]([C:37](=[O:39])[CH3:38])([OH:36])[C@@:17]1([C:41](=[O:43])[CH3:42])[OH:40])(=[O:15])[CH3:14]. The yield is 0.250. (4) The reactants are [O:1]1[CH2:6][CH2:5][O:4][C:3]2[CH:7]=[C:8]([C:11](=[O:13])[CH3:12])[CH:9]=[CH:10][C:2]1=2.[H-].[Na+].[N:16]1[CH:21]=[CH:20][CH:19]=[CH:18][C:17]=1[C:22](OCC)=[O:23]. The catalyst is C1COCC1. The product is [O:1]1[CH2:6][CH2:5][O:4][C:3]2[CH:7]=[C:8]([C:11](=[O:13])[CH2:12][C:22]([C:17]3[CH:18]=[CH:19][CH:20]=[CH:21][N:16]=3)=[O:23])[CH:9]=[CH:10][C:2]1=2. The yield is 0.710.